This data is from Reaction yield outcomes from USPTO patents with 853,638 reactions. The task is: Predict the reaction yield, written as a fraction of the theoretical maximum amount of product (1.0 means a 100% yield; for example, 0.34 means a 34% yield). (1) The reactants are [CH2:1]([O:8][C:9]1[CH:18]=[C:17]2[C:12]([C:13](Cl)=[CH:14][CH:15]=[N:16]2)=[CH:11][C:10]=1[C:20]#[N:21])[C:2]1[CH:7]=[CH:6][CH:5]=[CH:4][CH:3]=1.[F:22][C:23]1[CH:24]=[C:25]([OH:32])[CH:26]=[CH:27][C:28]=1[N+:29]([O-:31])=[O:30].C(N(CC)C(C)C)(C)C.O. The catalyst is CN1CCCC1=O. The product is [CH2:1]([O:8][C:9]1[CH:18]=[C:17]2[C:12]([C:13]([O:32][C:25]3[CH:26]=[CH:27][C:28]([N+:29]([O-:31])=[O:30])=[C:23]([F:22])[CH:24]=3)=[CH:14][CH:15]=[N:16]2)=[CH:11][C:10]=1[C:20]#[N:21])[C:2]1[CH:7]=[CH:6][CH:5]=[CH:4][CH:3]=1. The yield is 0.400. (2) The reactants are I.[NH2:2][C:3]1[C:4]([C:11]([NH:13][C:14](=[NH:17])SC)=[O:12])=[N:5][C:6]([Cl:10])=[C:7]([NH2:9])[N:8]=1.[NH2:18][CH2:19][CH2:20][CH2:21][CH2:22][C:23]1[CH:39]=[CH:38][C:26]([O:27][CH2:28][C:29]([N:31]([CH2:35][CH2:36][OH:37])[CH2:32][CH2:33][OH:34])=[O:30])=[CH:25][CH:24]=1.C(N(CC)CC)C. The catalyst is C(O)C. The product is [NH2:2][C:3]1[C:4]([C:11]([N:13]=[C:14]([NH2:17])[NH:18][CH2:19][CH2:20][CH2:21][CH2:22][C:23]2[CH:39]=[CH:38][C:26]([O:27][CH2:28][C:29]([N:31]([CH2:35][CH2:36][OH:37])[CH2:32][CH2:33][OH:34])=[O:30])=[CH:25][CH:24]=2)=[O:12])=[N:5][C:6]([Cl:10])=[C:7]([NH2:9])[N:8]=1. The yield is 0.640. (3) The reactants are [F:1][C:2]1[CH:7]=[CH:6][C:5]([CH2:8][C:9](=[O:37])[CH2:10][NH:11][C:12]([C:14]2[N:15]=[C:16]3[C:22]4([NH:25][C:26](=[O:32])[C:27]([N:29]([CH3:31])[CH3:30])=[O:28])[CH2:23][CH2:24][CH:19]([CH2:20][CH2:21]4)[CH2:18][N:17]3[C:33](=[O:36])[C:34]=2[OH:35])=[O:13])=[CH:4][CH:3]=1.C([O-])([O-])=O.[K+].[K+].Br[CH2:45][C:46]1[CH:51]=[CH:50][CH:49]=[CH:48][CH:47]=1.O. The catalyst is CN(C=O)C. The product is [CH2:45]([O:35][C:34]1[C:33](=[O:36])[N:17]2[CH2:18][CH:19]3[CH2:24][CH2:23][C:22]([NH:25][C:26](=[O:32])[C:27]([N:29]([CH3:31])[CH3:30])=[O:28])([C:16]2=[N:15][C:14]=1[C:12](=[O:13])[NH:11][CH2:10][C:9](=[O:37])[CH2:8][C:5]1[CH:6]=[CH:7][C:2]([F:1])=[CH:3][CH:4]=1)[CH2:21][CH2:20]3)[C:46]1[CH:51]=[CH:50][CH:49]=[CH:48][CH:47]=1. The yield is 0.595. (4) The reactants are CS(C)=O.C(Cl)(=O)C(Cl)=O.[C:11]([NH:30][C@H:31]([CH2:34][CH3:35])[CH2:32][OH:33])([C:24]1[CH:29]=[CH:28][CH:27]=[CH:26][CH:25]=1)([C:18]1[CH:23]=[CH:22][CH:21]=[CH:20][CH:19]=1)[C:12]1[CH:17]=[CH:16][CH:15]=[CH:14][CH:13]=1.CCN(CC)CC. The catalyst is C(Cl)Cl.CCCCCC.CCOCC. The product is [C:11]([NH:30][C@H:31]([CH2:34][CH3:35])[CH:32]=[O:33])([C:18]1[CH:19]=[CH:20][CH:21]=[CH:22][CH:23]=1)([C:24]1[CH:29]=[CH:28][CH:27]=[CH:26][CH:25]=1)[C:12]1[CH:17]=[CH:16][CH:15]=[CH:14][CH:13]=1. The yield is 0.520.